Dataset: Merck oncology drug combination screen with 23,052 pairs across 39 cell lines. Task: Regression. Given two drug SMILES strings and cell line genomic features, predict the synergy score measuring deviation from expected non-interaction effect. (1) Drug 1: CC1(c2nc3c(C(N)=O)cccc3[nH]2)CCCN1. Drug 2: CCc1cnn2c(NCc3ccc[n+]([O-])c3)cc(N3CCCCC3CCO)nc12. Cell line: HT29. Synergy scores: synergy=6.95. (2) Drug 1: CN(C)C(=N)N=C(N)N. Drug 2: N#Cc1ccc(Cn2cncc2CN2CCN(c3cccc(Cl)c3)C(=O)C2)cc1. Cell line: EFM192B. Synergy scores: synergy=10.7. (3) Drug 1: CC(=O)OC1C(=O)C2(C)C(O)CC3OCC3(OC(C)=O)C2C(OC(=O)c2ccccc2)C2(O)CC(OC(=O)C(O)C(NC(=O)c3ccccc3)c3ccccc3)C(C)=C1C2(C)C. Drug 2: Cc1nc(Nc2ncc(C(=O)Nc3c(C)cccc3Cl)s2)cc(N2CCN(CCO)CC2)n1. Cell line: CAOV3. Synergy scores: synergy=16.0. (4) Drug 1: COc1cc(C2c3cc4c(cc3C(OC3OC5COC(C)OC5C(O)C3O)C3COC(=O)C23)OCO4)cc(OC)c1O. Drug 2: O=C(NOCC(O)CO)c1ccc(F)c(F)c1Nc1ccc(I)cc1F. Cell line: RPMI7951. Synergy scores: synergy=-6.95. (5) Drug 1: CN(Cc1cnc2nc(N)nc(N)c2n1)c1ccc(C(=O)NC(CCC(=O)O)C(=O)O)cc1. Drug 2: NC(=O)c1cccc2cn(-c3ccc(C4CCCNC4)cc3)nc12. Cell line: MSTO. Synergy scores: synergy=-23.8. (6) Drug 1: O=C(O)C1(Cc2cccc(Nc3nccs3)n2)CCC(Oc2cccc(Cl)c2F)CC1. Drug 2: CCc1c2c(nc3ccc(O)cc13)-c1cc3c(c(=O)n1C2)COC(=O)C3(O)CC. Cell line: T47D. Synergy scores: synergy=3.76. (7) Drug 1: CCC1(O)C(=O)OCc2c1cc1n(c2=O)Cc2cc3c(CN(C)C)c(O)ccc3nc2-1. Drug 2: Cn1cc(-c2cnn3c(N)c(Br)c(C4CCCNC4)nc23)cn1. Cell line: OCUBM. Synergy scores: synergy=11.7.